From a dataset of Reaction yield outcomes from USPTO patents with 853,638 reactions. Predict the reaction yield, written as a fraction of the theoretical maximum amount of product (1.0 means a 100% yield; for example, 0.34 means a 34% yield). (1) The reactants are [CH3:1][C:2]([CH3:34])([CH2:5][C@@:6]1([C:28]2[CH:33]=[CH:32][CH:31]=[CH:30][CH:29]=2)[O:11][C:10](=[O:12])[N:9]([C@H:13]([C:15]2[CH:20]=[CH:19][C:18]([C:21]3[CH:26]=[CH:25][C:24](=[O:27])[NH:23][CH:22]=3)=[CH:17][CH:16]=2)[CH3:14])[CH2:8][CH2:7]1)[C:3]#[N:4].[CH3:35]I.[H-].[Na+]. The catalyst is C1COCC1. The product is [CH3:34][C:2]([CH3:1])([CH2:5][C@@:6]1([C:28]2[CH:33]=[CH:32][CH:31]=[CH:30][CH:29]=2)[O:11][C:10](=[O:12])[N:9]([C@H:13]([C:15]2[CH:20]=[CH:19][C:18]([C:21]3[CH:26]=[CH:25][C:24](=[O:27])[N:23]([CH3:35])[CH:22]=3)=[CH:17][CH:16]=2)[CH3:14])[CH2:8][CH2:7]1)[C:3]#[N:4]. The yield is 0.850. (2) The reactants are COC(=O)C1C=CC=C([S:10][C:11]([C:14]2[CH:19]=[CH:18][C:17]([O:20][CH2:21][C:22]3[N:23]([C:30]4[C:35]([Cl:36])=[CH:34][CH:33]=[CH:32][C:31]=4[Cl:37])[N:24]=[N:25][C:26]=3[CH:27]([CH3:29])[CH3:28])=[CH:16][C:15]=2[CH3:38])([CH3:13])[CH3:12])C=1.[OH-:40].[Li+].[O:42]1[CH2:47][CH2:46]OCC1. No catalyst specified. The product is [Cl:37][C:31]1[CH:32]=[CH:33][CH:34]=[C:35]([Cl:36])[C:30]=1[N:23]1[C:22]([CH2:21][O:20][C:17]2[CH:18]=[CH:19][C:14]([C:11]([S:10][C:14]3[CH:15]=[CH:16][C:46]([C:47]([OH:42])=[O:40])=[CH:12][CH:11]=3)([CH3:13])[CH3:12])=[C:15]([CH3:38])[CH:16]=2)=[C:26]([CH:27]([CH3:28])[CH3:29])[N:25]=[N:24]1. The yield is 0.990.